Dataset: Catalyst prediction with 721,799 reactions and 888 catalyst types from USPTO. Task: Predict which catalyst facilitates the given reaction. (1) Reactant: [Li]CCCC.Br[C:7]1[N:11]([CH3:12])[C:10]([CH3:13])=[N:9][CH:8]=1.[Cl:14][C:15]1[C:24]2[C:19](=[CH:20][CH:21]=[C:22]([CH:25]([C:27]3[C:28]([CH3:34])=[N:29][C:30]([CH3:33])=[CH:31][CH:32]=3)[OH:26])[CH:23]=2)[N:18]=[C:17]([O:35][CH3:36])[C:16]=1[CH2:37][C:38]1[CH:43]=[CH:42][C:41]([C:44]([F:47])([F:46])[F:45])=[CH:40][CH:39]=1. Product: [Cl:14][C:15]1[C:24]2[C:19](=[CH:20][CH:21]=[C:22]([C:25]([C:7]3[N:11]([CH3:12])[C:10]([CH3:13])=[N:9][CH:8]=3)([C:27]3[C:28]([CH3:34])=[N:29][C:30]([CH3:33])=[CH:31][CH:32]=3)[OH:26])[CH:23]=2)[N:18]=[C:17]([O:35][CH3:36])[C:16]=1[CH2:37][C:38]1[CH:39]=[CH:40][C:41]([C:44]([F:46])([F:45])[F:47])=[CH:42][CH:43]=1. The catalyst class is: 1. (2) Reactant: [C:1]1([CH2:7][CH2:8][CH2:9][CH2:10]O)[CH:6]=[CH:5][CH:4]=[CH:3][CH:2]=1.C(Br)(Br)(Br)[Br:13].C1C=CC(P(C2C=CC=CC=2)C2C=CC=CC=2)=CC=1. Product: [C:1]1([CH2:7][CH2:8][CH2:9][CH2:10][Br:13])[CH:6]=[CH:5][CH:4]=[CH:3][CH:2]=1. The catalyst class is: 2.